From a dataset of Forward reaction prediction with 1.9M reactions from USPTO patents (1976-2016). Predict the product of the given reaction. Given the reactants [NH:1]1[CH2:6][CH2:5][CH2:4][CH2:3][CH2:2]1.F[C:8]1[CH:13]=[CH:12][C:11]([N+:14]([O-:16])=[O:15])=[CH:10][CH:9]=1, predict the reaction product. The product is: [N+:14]([C:11]1[CH:12]=[CH:13][C:8]([N:1]2[CH2:6][CH2:5][CH2:4][CH2:3][CH2:2]2)=[CH:9][CH:10]=1)([O-:16])=[O:15].